The task is: Binary Classification. Given a miRNA mature sequence and a target amino acid sequence, predict their likelihood of interaction.. This data is from Experimentally validated miRNA-target interactions with 360,000+ pairs, plus equal number of negative samples. (1) The miRNA is hsa-miR-135a-3p with sequence UAUAGGGAUUGGAGCCGUGGCG. The protein sequence of the target gene is MHQKLLKSAHYIELGSYQYWPVLVPRGIRLYTYEQIPGSLKDNPYITDGYRAYLPSRLCIKSLFILSNETVNIWSHLLGFFLFFTLGIYDMTSVLPSASASREDFVICSICLFCFQVCMLCSVGYHLFSCHRSEKTCRRWMALDYAGISIGILGCYVSGVFYAFYCNNYWRQVYLITVLAMILAVFFAQIHPNYLTQQWQRLRSIIFCSVSGYGVIPTLHWVWLNGGIGAPIVQDFAPRVIVMYMIALLAFLFYISKVPERYFPGQLNYLGSSHQIWHILAVVMLYWWHQSTVYVMQYRH.... Result: 0 (no interaction). (2) The miRNA is hsa-miR-4511 with sequence GAAGAACUGUUGCAUUUGCCCU. Result: 1 (interaction). The protein sequence of the target gene is MGLPTLEFSDSYLDSPDFRERLQCHEIELERTNKFIKELIKDGSLLIGALRNLSMAVQKFSQSLQDFQFECIGDAETDDEISIAQSLKEFARLLIAVEEERRRLIQNANDVLIAPLEKFRKEQIGAAKDGKKKFDKESEKYYSILEKHLNLSAKKKESHLQEADTQIDREHQNFYEASLEYVFKIQEVQEKKKFEFVEPLLSFLQGLFTFYHEGYELAQEFAPYKQQLQFNLQNTRNNFESTRQEVERLMQRMKSANQDYRPPSQWTMEGYLYVQEKRPLGFTWIKHYCTYDKGSKTFTM.... (3) The miRNA is hsa-miR-4264 with sequence ACUCAGUCAUGGUCAUU. The protein sequence of the target gene is MGPLSRDAWAQRLGAFRASPSAFMAGPEGEDLGRDLLSDLRSEKLSEQTKVSLLALSMEYPAQLWPDASAAEVAATSLLDTLVLLPPRPSALRRPLLLAATTALAAGGALGPTSGASCRLLPLLLGLAAGSDLGRGFVPASEQRPLQATACECLRELESCKPGLLGGSLGLLRGLLGQEGPVQPLSLLLALALRNTLVLQSRVGAGLGGLLTDKVSPTGGGPWDWTLVEEGDGRLQPQAPSWPAAEEGEGERSLTAREHSPEEARELRAAVIQLLDTSYLLTPVAQAQLLWLLGWALRGL.... Result: 1 (interaction).